From a dataset of Reaction yield outcomes from USPTO patents with 853,638 reactions. Predict the reaction yield, written as a fraction of the theoretical maximum amount of product (1.0 means a 100% yield; for example, 0.34 means a 34% yield). (1) The reactants are [N+:1]([C:4]1[CH:22]=[CH:21][C:7]([O:8][C:9]2[CH:14]=[CH:13][N:12]=[C:11]([NH:15][C:16](=[O:20])[N:17]([CH3:19])[CH3:18])[CH:10]=2)=[CH:6][CH:5]=1)([O-])=O.[H][H]. The catalyst is O1CCCC1.CO.[C].[Pd]. The product is [NH2:1][C:4]1[CH:22]=[CH:21][C:7]([O:8][C:9]2[CH:14]=[CH:13][N:12]=[C:11]([NH:15][C:16](=[O:20])[N:17]([CH3:19])[CH3:18])[CH:10]=2)=[CH:6][CH:5]=1. The yield is 0.967. (2) The reactants are [NH2:1][C:2]1[C:11]2[C:6](=[C:7](Br)[CH:8]=[CH:9][CH:10]=2)[N:5]=[N:4][C:3]=1[C:13]([NH:15][CH2:16][CH2:17][CH3:18])=[O:14].[F:19][C:20]1[CH:21]=[C:22](B(O)O)[CH:23]=[C:24]([F:26])[CH:25]=1. The catalyst is [Pd](Cl)Cl.C1(P(C2C=CC=CC=2)C2C=CC=CC=2)C=CC=CC=1.C1(P(C2C=CC=CC=2)C2C=CC=CC=2)C=CC=CC=1. The product is [NH2:1][C:2]1[C:11]2[C:6](=[C:7]([C:22]3[CH:21]=[C:20]([F:19])[CH:25]=[C:24]([F:26])[CH:23]=3)[CH:8]=[CH:9][CH:10]=2)[N:5]=[N:4][C:3]=1[C:13]([NH:15][CH2:16][CH2:17][CH3:18])=[O:14]. The yield is 0.897. (3) The reactants are [C:1]([C:4]1[N:9]=[C:8]([Cl:10])[N:7]=[C:6]([NH:11][CH2:12][C@H:13]([OH:18])[C:14](OC)=[O:15])[CH:5]=1)(=[O:3])[NH2:2].[NH3:19].CO. No catalyst specified. The product is [NH2:19][C:14](=[O:15])[C@@H:13]([OH:18])[CH2:12][NH:11][C:6]1[N:7]=[C:8]([Cl:10])[N:9]=[C:4]([C:1]([NH2:2])=[O:3])[CH:5]=1. The yield is 0.940. (4) The reactants are [CH2:1]([O:8][CH2:9][C:10]([NH:12][C@H:13]1[C@@H:19]([OH:20])[C@H:18]([OH:21])[C@@H:17]([CH2:22][OH:23])[O:16][CH:14]1[OH:15])=[O:11])[C:2]1[CH:7]=[CH:6][CH:5]=[CH:4][CH:3]=1.C(O[C:28](=[O:30])[CH3:29])(=O)C. The catalyst is N1C=CC=CC=1.CN(C1C=CN=CC=1)C.C(Cl)Cl. The product is [C:1]([O:15][CH:14]1[O:16][C@H:17]([CH2:22][O:23][C:28](=[O:30])[CH3:29])[C@@H:18]([O:21][C:14](=[O:15])[CH3:13])[C@H:19]([O:20][C:10](=[O:11])[CH3:9])[C@@H:13]1[NH:12][C:10](=[O:11])[CH2:9][O:8][CH2:1][C:2]1[CH:7]=[CH:6][CH:5]=[CH:4][CH:3]=1)(=[O:8])[CH3:2]. The yield is 0.960. (5) The reactants are [C:1]([OH:9])(=[O:8])[C:2]1[CH:7]=[CH:6][CH:5]=[CH:4][CH:3]=1.C1(P(C2C=CC=CC=2)C2C=CC=CC=2)C=CC=CC=1.O[C@@H:30]1[CH2:35][CH2:34][CH2:33][C@H:32]([C:36]#[N:37])[CH2:31]1.N(C(OCC)=O)=NC(OCC)=O. The catalyst is C1COCC1.CCOC(C)=O. The product is [C:36]([C@H:32]1[CH2:33][CH2:34][CH2:35][C@H:30]([O:8][C:1](=[O:9])[C:2]2[CH:7]=[CH:6][CH:5]=[CH:4][CH:3]=2)[CH2:31]1)#[N:37]. The yield is 0.140. (6) The reactants are C(=[N:14][C:15]1[CH:16]=[C:17]([C:21]2([CH3:28])[NH:26][C:25](=[O:27])[CH2:24][O:23][CH2:22]2)[CH:18]=[CH:19][CH:20]=1)(C1C=CC=CC=1)C1C=CC=CC=1.[ClH:29]. The catalyst is O1CCOCC1. The product is [ClH:29].[NH2:14][C:15]1[CH:16]=[C:17]([C:21]2([CH3:28])[NH:26][C:25](=[O:27])[CH2:24][O:23][CH2:22]2)[CH:18]=[CH:19][CH:20]=1. The yield is 0.880. (7) The reactants are Cl.[NH2:2][C:3]1[CH:8]=[C:7]([O:9][CH3:10])[CH:6]=[CH:5][C:4]=1[OH:11].Cl[C:13]1[CH:18]=[CH:17][C:16]([N+:19]([O-:21])=[O:20])=[CH:15][C:14]=1[N+:22]([O-:24])=[O:23].C([O-])(=O)C.[Na+]. The catalyst is C(O)C.O. The product is [N+:19]([C:16]1[CH:15]=[C:14]([N+:22]([O-:24])=[O:23])[CH:13]=[CH:18][C:17]=1[NH:2][C:3]1[CH:8]=[C:7]([O:9][CH3:10])[CH:6]=[CH:5][C:4]=1[OH:11])([O-:21])=[O:20]. The yield is 0.710. (8) The reactants are [Br:1][C:2]1[N:7]2[N:8]=[C:9](N)[N:10]=[C:6]2[CH:5]=[CH:4][CH:3]=1.[N+]([O-])([O-])=O.[Na+].[BrH:17]. The catalyst is O.[Cu]Br. The product is [Br:17][C:9]1[N:10]=[C:6]2[CH:5]=[CH:4][CH:3]=[C:2]([Br:1])[N:7]2[N:8]=1. The yield is 0.692. (9) The reactants are C(OC1C(OC(=O)C)=C(I)C=CC=1)(=O)C.[CH3:16][C:17]([CH3:30])([CH:20]([OH:29])[CH2:21][CH2:22][C:23]1[CH:28]=[CH:27][CH:26]=[CH:25][CH:24]=1)[CH2:18][OH:19].O.C(=O)(O)[O-].[Na+]. The catalyst is ClCCl. The product is [OH:29][CH:20]([CH2:21][CH2:22][C:23]1[CH:24]=[CH:25][CH:26]=[CH:27][CH:28]=1)[C:17]([CH3:16])([CH3:30])[CH:18]=[O:19]. The yield is 0.920. (10) The reactants are [Cl:1][C:2]1[CH:3]=[C:4]([C:9](=O)[CH2:10][C:11](=O)[C:12]([F:15])([F:14])[F:13])[CH:5]=[CH:6][C:7]=1[F:8].[NH2:18][C:19]1[C:23]([C:24]2[CH:29]=[CH:28][CH:27]=[CH:26][N:25]=2)=[CH:22][NH:21][N:20]=1. No catalyst specified. The product is [Cl:1][C:2]1[CH:3]=[C:4]([C:9]2[CH:10]=[C:11]([C:12]([F:15])([F:14])[F:13])[N:20]3[N:21]=[CH:22][C:23]([C:24]4[CH:29]=[CH:28][CH:27]=[CH:26][N:25]=4)=[C:19]3[N:18]=2)[CH:5]=[CH:6][C:7]=1[F:8]. The yield is 0.710.